Dataset: Reaction yield outcomes from USPTO patents with 853,638 reactions. Task: Predict the reaction yield, written as a fraction of the theoretical maximum amount of product (1.0 means a 100% yield; for example, 0.34 means a 34% yield). (1) The product is [N+:18]([O-:21])([OH:20])=[O:19].[F:1][C:2]1[CH:3]=[C:4]([NH:14][C:16]([NH2:17])=[NH:15])[CH:5]=[CH:6][C:7]=1[N:8]1[CH:12]=[C:11]([CH3:13])[N:10]=[CH:9]1. The reactants are [F:1][C:2]1[CH:3]=[C:4]([NH2:14])[CH:5]=[CH:6][C:7]=1[N:8]1[CH:12]=[C:11]([CH3:13])[N:10]=[CH:9]1.[N:15]#[C:16][NH2:17].[N+:18]([O-:21])([OH:20])=[O:19]. The yield is 0.360. The catalyst is C(O)C. (2) The reactants are [CH3:1][N:2]1[CH:7]=[C:6](B2CC(C)(C)C(C)(C)C2)[CH:5]=[C:4]([C:17]([F:20])([F:19])[F:18])[C:3]1=[O:21].Br[C:23]1[CH:37]=[C:36]([S:38]([CH2:41][CH3:42])(=[O:40])=[O:39])[CH:35]=[CH:34][C:24]=1[O:25][C:26]1[CH:31]=[CH:30][C:29]([F:32])=[CH:28][C:27]=1[F:33].[O-]P([O-])([O-])=O.[K+].[K+].[K+]. The catalyst is O1CCOCC1.O.C1C=CC(P(C2C=CC=CC=2)[C-]2C=CC=C2)=CC=1.C1C=CC(P(C2C=CC=CC=2)[C-]2C=CC=C2)=CC=1.Cl[Pd]Cl.[Fe+2]. The product is [F:33][C:27]1[CH:28]=[C:29]([F:32])[CH:30]=[CH:31][C:26]=1[O:25][C:24]1[CH:34]=[CH:35][C:36]([S:38]([CH2:41][CH3:42])(=[O:40])=[O:39])=[CH:37][C:23]=1[C:6]1[CH:5]=[C:4]([C:17]([F:18])([F:19])[F:20])[C:3](=[O:21])[N:2]([CH3:1])[CH:7]=1. The yield is 0.340. (3) The reactants are [N:1]1[N:2]=[CH:3][N:4]2[CH:9]=[C:8]([CH:10]3[CH2:15][CH2:14][N:13](C(OC(C)(C)C)=O)[CH2:12][CH2:11]3)[CH:7]=[CH:6][C:5]=12.C(O)(C(F)(F)F)=O. The catalyst is ClCCl. The product is [NH:13]1[CH2:12][CH2:11][CH:10]([C:8]2[CH:7]=[CH:6][C:5]3[N:4]([CH:3]=[N:2][N:1]=3)[CH:9]=2)[CH2:15][CH2:14]1. The yield is 0.760.